Task: Regression. Given a peptide amino acid sequence and an MHC pseudo amino acid sequence, predict their binding affinity value. This is MHC class I binding data.. Dataset: Peptide-MHC class I binding affinity with 185,985 pairs from IEDB/IMGT (1) The peptide sequence is KRFLNGAKY. The MHC is HLA-A68:02 with pseudo-sequence HLA-A68:02. The binding affinity (normalized) is 0.0847. (2) The binding affinity (normalized) is 0.379. The MHC is HLA-A02:02 with pseudo-sequence HLA-A02:02. The peptide sequence is NVSGVPHSV. (3) The peptide sequence is FEFTSFFYR. The MHC is HLA-A33:01 with pseudo-sequence HLA-A33:01. The binding affinity (normalized) is 0.662.